This data is from TCR-epitope binding with 47,182 pairs between 192 epitopes and 23,139 TCRs. The task is: Binary Classification. Given a T-cell receptor sequence (or CDR3 region) and an epitope sequence, predict whether binding occurs between them. (1) The epitope is NLVPMVATV. The TCR CDR3 sequence is CASSLGTSGGNEQFF. Result: 1 (the TCR binds to the epitope). (2) The epitope is LVLSVNPYV. The TCR CDR3 sequence is CASTLNLAGAKNIQYF. Result: 0 (the TCR does not bind to the epitope). (3) The epitope is TEILPVSMTK. The TCR CDR3 sequence is CASSLKLTGGLYGYTF. Result: 0 (the TCR does not bind to the epitope).